From a dataset of NCI-60 drug combinations with 297,098 pairs across 59 cell lines. Regression. Given two drug SMILES strings and cell line genomic features, predict the synergy score measuring deviation from expected non-interaction effect. (1) Drug 1: C(=O)(N)NO. Synergy scores: CSS=58.6, Synergy_ZIP=-7.16, Synergy_Bliss=-9.86, Synergy_Loewe=-21.8, Synergy_HSA=-8.74. Cell line: HCC-2998. Drug 2: CC1C(C(CC(O1)OC2CC(CC3=C2C(=C4C(=C3O)C(=O)C5=CC=CC=C5C4=O)O)(C(=O)C)O)N)O. (2) Drug 1: CC(CN1CC(=O)NC(=O)C1)N2CC(=O)NC(=O)C2. Drug 2: C1=NC2=C(N1)C(=S)N=CN2. Cell line: UACC-257. Synergy scores: CSS=3.96, Synergy_ZIP=-6.78, Synergy_Bliss=-8.29, Synergy_Loewe=-19.7, Synergy_HSA=-8.74. (3) Drug 1: CC1C(C(CC(O1)OC2CC(CC3=C2C(=C4C(=C3O)C(=O)C5=C(C4=O)C(=CC=C5)OC)O)(C(=O)C)O)N)O.Cl. Drug 2: N.N.Cl[Pt+2]Cl. Cell line: SN12C. Synergy scores: CSS=10.1, Synergy_ZIP=-5.89, Synergy_Bliss=-5.68, Synergy_Loewe=-22.1, Synergy_HSA=-5.91. (4) Drug 1: C1CCN(CC1)CCOC2=CC=C(C=C2)C(=O)C3=C(SC4=C3C=CC(=C4)O)C5=CC=C(C=C5)O. Drug 2: CCN(CC)CCNC(=O)C1=C(NC(=C1C)C=C2C3=C(C=CC(=C3)F)NC2=O)C. Cell line: SNB-19. Synergy scores: CSS=0.429, Synergy_ZIP=3.28, Synergy_Bliss=1.85, Synergy_Loewe=-0.0654, Synergy_HSA=-0.645. (5) Drug 1: CC(CN1CC(=O)NC(=O)C1)N2CC(=O)NC(=O)C2. Drug 2: C1=CC=C(C=C1)NC(=O)CCCCCCC(=O)NO. Cell line: SN12C. Synergy scores: CSS=48.3, Synergy_ZIP=9.57, Synergy_Bliss=13.1, Synergy_Loewe=14.7, Synergy_HSA=14.8. (6) Drug 1: C1=CC=C(C(=C1)C(C2=CC=C(C=C2)Cl)C(Cl)Cl)Cl. Drug 2: CC(C)(C#N)C1=CC(=CC(=C1)CN2C=NC=N2)C(C)(C)C#N. Cell line: HCT-15. Synergy scores: CSS=-3.74, Synergy_ZIP=-1.32, Synergy_Bliss=-5.32, Synergy_Loewe=-5.52, Synergy_HSA=-5.48.